From a dataset of Forward reaction prediction with 1.9M reactions from USPTO patents (1976-2016). Predict the product of the given reaction. (1) Given the reactants [Br:1][C:2]1[CH:3]=[CH:4][C:5]([F:20])=[C:6]([C@@:8]([NH:13][S@@:14]([C:16]([CH3:19])([CH3:18])[CH3:17])=[O:15])([CH2:10][CH2:11][OH:12])[CH3:9])[CH:7]=1.CC(OI1(OC(C)=O)(OC(C)=O)OC(=O)C2C1=CC=CC=2)=O, predict the reaction product. The product is: [Br:1][C:2]1[CH:3]=[CH:4][C:5]([F:20])=[C:6]([C@@:8]([NH:13][S@@:14]([C:16]([CH3:19])([CH3:18])[CH3:17])=[O:15])([CH2:10][CH:11]=[O:12])[CH3:9])[CH:7]=1. (2) Given the reactants [Cl:1][C:2]1[N:7]=[C:6]([O:8][CH3:9])[C:5](N)=[CH:4][CH:3]=1.[BrH:11].N([O-])=O.[Na+].C1(C)C=CC=CC=1, predict the reaction product. The product is: [Br:11][C:5]1[C:6]([O:8][CH3:9])=[N:7][C:2]([Cl:1])=[CH:3][CH:4]=1. (3) Given the reactants [CH3:1][O:2][CH2:3][N:4]1[C:8]2[CH:9]=[CH:10][C:11]([CH:13]([CH3:17])[C:14]([NH2:16])=O)=[CH:12][C:7]=2[S:6][C:5]1=[O:18].COC1C=CC(P2(SP(C3C=CC(OC)=CC=3)(=S)S2)=[S:28])=CC=1, predict the reaction product. The product is: [CH3:1][O:2][CH2:3][N:4]1[C:8]2[CH:9]=[CH:10][C:11]([CH:13]([CH3:17])[C:14](=[S:28])[NH2:16])=[CH:12][C:7]=2[S:6][C:5]1=[O:18]. (4) Given the reactants [Cl:1][C:2]1[CH:10]=[C:9]2[C:5]([C:6]([C:11]([NH2:13])=[O:12])=[N:7][NH:8]2)=[CH:4][CH:3]=1.C(=O)([O-])[O-].[K+].[K+].Br[CH2:21][C:22]([O:24][C:25]([CH3:28])([CH3:27])[CH3:26])=[O:23], predict the reaction product. The product is: [C:25]([O:24][C:22](=[O:23])[CH2:21][N:8]1[C:9]2[C:5](=[CH:4][CH:3]=[C:2]([Cl:1])[CH:10]=2)[C:6]([C:11](=[O:12])[NH2:13])=[N:7]1)([CH3:28])([CH3:27])[CH3:26]. (5) Given the reactants [N:1]([C:4]1[CH:5]=[C:6]([S:12]([N:15]2[CH2:20][CH2:19][O:18][CH2:17][CH2:16]2)(=[O:14])=[O:13])[CH:7]=[CH:8][C:9]=1[O:10][CH3:11])=[C:2]=[S:3].[NH2:21][C:22]1[C:30]2[N:29]=[CH:28][N:27]([CH3:31])[C:26]=2[CH:25]=[CH:24][CH:23]=1.COC1C=CN=CC=1NC(NC1C2N=CN(C)C=2C=CC=1)=S, predict the reaction product. The product is: [CH3:11][O:10][C:9]1[CH:8]=[CH:7][C:6]([S:12]([N:15]2[CH2:20][CH2:19][O:18][CH2:17][CH2:16]2)(=[O:14])=[O:13])=[CH:5][C:4]=1[NH:1][C:2]([NH:21][C:22]1[C:30]2[N:29]=[CH:28][N:27]([CH3:31])[C:26]=2[CH:25]=[CH:24][CH:23]=1)=[S:3]. (6) Given the reactants [BH4-].[Na+].[Cl-].[Li+].[C:5]([O:9][C:10]([NH:12][C@H:13]([C:18]1[CH:23]=[CH:22][C:21]([O:24][CH2:25][CH:26]([CH3:30])[CH2:27][CH2:28][CH3:29])=[CH:20][CH:19]=1)[C:14](OC)=[O:15])=[O:11])([CH3:8])([CH3:7])[CH3:6], predict the reaction product. The product is: [OH:15][CH2:14][C@H:13]([NH:12][C:10](=[O:11])[O:9][C:5]([CH3:6])([CH3:8])[CH3:7])[C:18]1[CH:19]=[CH:20][C:21]([O:24][CH2:25][CH:26]([CH3:30])[CH2:27][CH2:28][CH3:29])=[CH:22][CH:23]=1. (7) Given the reactants [Cl:1][C:2]1[CH:3]=[C:4]([CH:10]=[CH:11][C:12]=1[F:13])[O:5][CH2:6][C:7](Cl)=[O:8].[S:14]1[CH:18]=[CH:17][N:16]=[C:15]1[NH:19][S:20]([C:23]1[CH:24]=[C:25]2[C:29](=[CH:30][CH:31]=1)[CH2:28][NH:27][CH2:26]2)(=[O:22])=[O:21].CCN(CC)CC.C(Cl)Cl, predict the reaction product. The product is: [S:14]1[CH:18]=[CH:17][N:16]=[C:15]1[NH:19][S:20]([C:23]1[CH:24]=[C:25]2[C:29](=[CH:30][CH:31]=1)[CH2:28][N:27]([C:7](=[O:8])[CH2:6][O:5][C:4]1[CH:10]=[CH:11][C:12]([F:13])=[C:2]([Cl:1])[CH:3]=1)[CH2:26]2)(=[O:22])=[O:21].